From a dataset of Forward reaction prediction with 1.9M reactions from USPTO patents (1976-2016). Predict the product of the given reaction. (1) Given the reactants [F:1][C:2]([F:28])([F:27])[C:3]([C:9]1[CH:10]=[N:11][C:12]([N:18]2[CH2:23][CH2:22][N:21]([CH2:24][CH2:25][OH:26])[CH2:20][CH2:19]2)=[CH:13][C:14]=1[CH2:15][CH2:16][CH3:17])([OH:8])[C:4]([F:7])([F:6])[F:5].N1C=CC=CC=1.[C:35](O)(=[O:37])[CH3:36].CO, predict the reaction product. The product is: [C:35]([O:26][CH2:25][CH2:24][N:21]1[CH2:22][CH2:23][N:18]([C:12]2[CH:13]=[C:14]([CH2:15][CH2:16][CH3:17])[C:9]([C:3]([OH:8])([C:4]([F:7])([F:6])[F:5])[C:2]([F:27])([F:1])[F:28])=[CH:10][N:11]=2)[CH2:19][CH2:20]1)(=[O:37])[CH3:36]. (2) Given the reactants [CH3:1][C:2]1[CH:3]=[C:4]([OH:9])[CH:5]=[C:6]([CH3:8])[CH:7]=1.[CH2:10](Br)[CH:11]=[CH2:12].C(=O)([O-])[O-].[K+].[K+], predict the reaction product. The product is: [CH3:1][C:2]1[CH:3]=[C:4]([O:9][CH2:12][CH:11]=[CH2:10])[CH:5]=[C:6]([CH3:8])[CH:7]=1. (3) Given the reactants CC[O-].[Na+].[CH3:5][CH2:6][O:7][C:8]([CH:10]([NH:16][C:17]([CH3:19])=[O:18])[C:11]([O:13][CH2:14][CH3:15])=[O:12])=[O:9].[N+:20]([C:23]1[CH:28]=[CH:27][C:26]([CH2:29][CH2:30][CH2:31]Br)=[CH:25][CH:24]=1)([O-:22])=[O:21], predict the reaction product. The product is: [CH2:14]([O:13][C:11](=[O:12])[C:10]([NH:16][C:17](=[O:18])[CH3:19])([CH2:31][CH2:30][CH2:29][C:26]1[CH:27]=[CH:28][C:23]([N+:20]([O-:22])=[O:21])=[CH:24][CH:25]=1)[C:8]([O:7][CH2:6][CH3:5])=[O:9])[CH3:15]. (4) Given the reactants [CH3:1][C:2]([CH3:7])([CH3:6])[CH2:3][CH:4]=O.Cl.[F:9][C:10]([F:15])([F:14])[CH2:11][CH2:12][NH2:13].C(N(CC)CC)C.[S-:23][C:24]#[N:25].[K+].II, predict the reaction product. The product is: [C:2]([C:3]1[S:23][C:24](=[NH:25])[N:13]([CH2:12][CH2:11][C:10]([F:15])([F:14])[F:9])[CH:4]=1)([CH3:7])([CH3:6])[CH3:1]. (5) Given the reactants [OH:1][N:2]=[C:3]([Cl:12])[C@:4]1([CH3:11])[CH2:8][O:7][C:6]([CH3:10])([CH3:9])[O:5]1.[CH3:13][S:14](Cl)(=[O:16])=[O:15].C(N(CC)CC)C, predict the reaction product. The product is: [CH3:10][C:6]1([CH3:9])[O:5][C@:4]([CH3:11])([C:3]([Cl:12])=[N:2][O:1][S:14]([CH3:13])(=[O:16])=[O:15])[CH2:8][O:7]1. (6) The product is: [CH3:1][N:2]1[C:6]2[CH:7]=[C:8]([C:16]([Cl:18])=[O:17])[CH:9]=[CH:10][C:5]=2[O:4][C:3]1=[O:14]. Given the reactants [CH3:1][N:2]1[C:6]2[CH:7]=[CH:8][C:9](C(O)=O)=[CH:10][C:5]=2[O:4][C:3]1=[O:14].C(Cl)(=O)[C:16]([Cl:18])=[O:17], predict the reaction product. (7) Given the reactants [CH2:1]([C:3]1[CH:4]=[N:5][C:6]([N:9]([CH2:14][C:15]2[CH:20]=[CH:19][C:18]([O:21][C:22]([F:25])([F:24])[F:23])=[CH:17][CH:16]=2)[CH2:10][CH2:11][CH2:12][OH:13])=[N:7][CH:8]=1)[CH3:2].CC(OI1(OC(C)=O)(OC(C)=O)OC(=O)C2C=CC=CC1=2)=O, predict the reaction product. The product is: [CH2:1]([C:3]1[CH:8]=[N:7][C:6]([N:9]([CH2:14][C:15]2[CH:20]=[CH:19][C:18]([O:21][C:22]([F:24])([F:25])[F:23])=[CH:17][CH:16]=2)[CH2:10][CH2:11][CH:12]=[O:13])=[N:5][CH:4]=1)[CH3:2]. (8) Given the reactants C([O-])([O-])=O.[Cs+].[Cs+].C(C1CCCCC1=O)(=O)C.[NH2:17][CH2:18][CH:19]1[CH2:23][CH2:22][CH2:21][N:20]1C(OC(C)(C)C)=O.I[C:32]1[CH:37]=[CH:36][C:35]([C:38]2[CH:42]=[C:41]([C:43]3[C:44]([NH2:61])=[N:45][CH:46]=[C:47]([C:49]4[CH:54]=[CH:53][C:52]([S:55]([CH:58]([CH3:60])[CH3:59])(=[O:57])=[O:56])=[CH:51][CH:50]=4)[N:48]=3)[O:40][N:39]=2)=[CH:34][CH:33]=1.C(O)(C(F)(F)F)=O, predict the reaction product. The product is: [CH:58]([S:55]([C:52]1[CH:51]=[CH:50][C:49]([C:47]2[N:48]=[C:43]([C:41]3[O:40][N:39]=[C:38]([C:35]4[CH:36]=[CH:37][C:32]([NH:17][CH2:18][CH:19]5[CH2:23][CH2:22][CH2:21][NH:20]5)=[CH:33][CH:34]=4)[CH:42]=3)[C:44]([NH2:61])=[N:45][CH:46]=2)=[CH:54][CH:53]=1)(=[O:56])=[O:57])([CH3:60])[CH3:59]. (9) Given the reactants Cl[C:2]([O:4][C:5]1[CH:10]=[CH:9][C:8]([O:11][C:12]2[CH:17]=[CH:16][C:15]([C:18]([F:21])([F:20])[F:19])=[CH:14][N:13]=2)=[CH:7][CH:6]=1)=[O:3].[CH3:22][O:23][C:24]1[CH:29]=[C:28]([O:30][CH3:31])[CH:27]=[CH:26][C:25]=1[N:32]1[CH2:37][CH2:36][NH:35][CH2:34][CH2:33]1, predict the reaction product. The product is: [F:19][C:18]([F:21])([F:20])[C:15]1[CH:16]=[CH:17][C:12]([O:11][C:8]2[CH:9]=[CH:10][C:5]([O:4][C:2]([N:35]3[CH2:34][CH2:33][N:32]([C:25]4[CH:26]=[CH:27][C:28]([O:30][CH3:31])=[CH:29][C:24]=4[O:23][CH3:22])[CH2:37][CH2:36]3)=[O:3])=[CH:6][CH:7]=2)=[N:13][CH:14]=1.